Dataset: Reaction yield outcomes from USPTO patents with 853,638 reactions. Task: Predict the reaction yield, written as a fraction of the theoretical maximum amount of product (1.0 means a 100% yield; for example, 0.34 means a 34% yield). (1) The reactants are C([O:5][C:6]([CH:8]=[CH:9][C:10]1[CH:19]=[CH:18][C:13]([C:14]([O:16][CH3:17])=[O:15])=[CH:12][CH:11]=1)=[O:7])(C)(C)C. The catalyst is C(Cl)Cl.O. The product is [C:6]([CH:8]=[CH:9][C:10]1[CH:19]=[CH:18][C:13]([C:14]([O:16][CH3:17])=[O:15])=[CH:12][CH:11]=1)([OH:7])=[O:5]. The yield is 0.950. (2) The reactants are [CH3:1][NH:2][CH:3]1[CH2:16][C:15]2[C:6]([CH3:25])([CH:7]3[CH:12]([CH2:13][CH:14]=2)[CH:11]2[CH2:17][CH2:18][CH:19]4[CH:20]([CH3:24])[N:21]([CH3:23])[CH2:22][C:10]24[CH2:9][CH2:8]3)[CH2:5][CH2:4]1.[CH:26]([C:29]1[S:30][C:31]([C:35](O)=[O:36])=[C:32]([CH3:34])[N:33]=1)([CH3:28])[CH3:27].Cl.CN(C)CCCN=C=NCC.ON1C2C=CC=CC=2N=N1. The catalyst is ClCCl. The product is [CH3:1][N:2]([CH:3]1[CH2:16][C:15]2[C:6]([CH3:25])([CH:7]3[CH:12]([CH2:13][CH:14]=2)[CH:11]2[CH2:17][CH2:18][CH:19]4[CH:20]([CH3:24])[N:21]([CH3:23])[CH2:22][C:10]24[CH2:9][CH2:8]3)[CH2:5][CH2:4]1)[C:35]([C:31]1[S:30][C:29]([CH:26]([CH3:27])[CH3:28])=[N:33][C:32]=1[CH3:34])=[O:36]. The yield is 0.590. (3) The reactants are [Br:1][C:2]1[C:3]([CH2:11][OH:12])=[CH:4][C:5]([F:10])=[C:6]([CH:9]=1)[CH:7]=[O:8].[BH4-].[Na+]. The catalyst is CO. The product is [Br:1][C:2]1[CH:9]=[C:6]([CH2:7][OH:8])[C:5]([F:10])=[CH:4][C:3]=1[CH2:11][OH:12]. The yield is 0.430. (4) The reactants are Cl[C:2]1[CH:7]=[C:6]([N:8]2[CH:12]=[N:11][CH:10]=[N:9]2)[N:5]=[CH:4][N:3]=1.[NH3:13]. The catalyst is C(O)(C)C. The product is [N:8]1([C:6]2[N:5]=[CH:4][N:3]=[C:2]([NH2:13])[CH:7]=2)[CH:12]=[N:11][CH:10]=[N:9]1. The yield is 0.960.